Task: Predict the product of the given reaction.. Dataset: Forward reaction prediction with 1.9M reactions from USPTO patents (1976-2016) (1) Given the reactants [NH2:1][C:2]1[CH:3]=[CH:4][C:5]2[C:11]([CH3:13])([CH3:12])[CH2:10][CH2:9][C:8](=[O:14])[N:7]([CH2:15][CH:16]([CH3:18])[CH3:17])[C:6]=2[CH:19]=1.Cl[C:21]1[N:26]=[C:25]([NH:27][C:28]2[C:37]([F:38])=[CH:36][CH:35]=[CH:34][C:29]=2[C:30]([NH:32][CH3:33])=[O:31])[C:24]([Cl:39])=[CH:23][N:22]=1, predict the reaction product. The product is: [Cl:39][C:24]1[C:25]([NH:27][C:28]2[C:37]([F:38])=[CH:36][CH:35]=[CH:34][C:29]=2[C:30]([NH:32][CH3:33])=[O:31])=[N:26][C:21]([NH:1][C:2]2[CH:3]=[CH:4][C:5]3[C:11]([CH3:12])([CH3:13])[CH2:10][CH2:9][C:8](=[O:14])[N:7]([CH2:15][CH:16]([CH3:17])[CH3:18])[C:6]=3[CH:19]=2)=[N:22][CH:23]=1. (2) Given the reactants [C:1]([C:5]1[CH:10]=[CH:9][C:8]([C:11]2[C:19]3[N:15]([CH:16]=[CH:17][CH:18]=3)[CH2:14][CH2:13][C:12]=2[C:20]([O:22]C)=[O:21])=[CH:7][CH:6]=1)([CH3:4])([CH3:3])[CH3:2].[Li+].[OH-], predict the reaction product. The product is: [C:1]([C:5]1[CH:6]=[CH:7][C:8]([C:11]2[C:19]3[N:15]([CH:16]=[CH:17][CH:18]=3)[CH2:14][CH2:13][C:12]=2[C:20]([OH:22])=[O:21])=[CH:9][CH:10]=1)([CH3:4])([CH3:2])[CH3:3]. (3) Given the reactants [CH2:1]([NH:8][C:9]1[CH:14]=[CH:13][C:12]([O:15][CH2:16][C:17]#[CH:18])=[CH:11][C:10]=1[C:19]([C:21]1[CH:26]=[CH:25][C:24]([CH:27]([CH3:29])[CH3:28])=[CH:23][CH:22]=1)=O)[C:2]1[CH:7]=[CH:6][CH:5]=[CH:4][CH:3]=1.[S-:30][C:31]#[N:32].[K+], predict the reaction product. The product is: [CH2:1]([N:8]1[C:9]2[C:10](=[CH:11][C:12]([O:15][CH2:16][C:17]#[CH:18])=[CH:13][CH:14]=2)[C:19]([C:21]2[CH:26]=[CH:25][C:24]([CH:27]([CH3:29])[CH3:28])=[CH:23][CH:22]=2)=[N:32][C:31]1=[S:30])[C:2]1[CH:7]=[CH:6][CH:5]=[CH:4][CH:3]=1. (4) Given the reactants [CH3:1][S:2](Cl)(=[O:4])=[O:3].[NH2:6][C:7]1[CH:15]=[CH:14][CH:13]=[C:12]2[C:8]=1[CH:9]=[CH:10][N:11]2[C:16]([C:23]1[CH:28]=[CH:27][C:26]([Cl:29])=[CH:25][CH:24]=1)([CH2:21][CH3:22])[C:17]([O:19][CH3:20])=[O:18].CN1CCOCC1, predict the reaction product. The product is: [Cl:29][C:26]1[CH:25]=[CH:24][C:23]([C:16]([N:11]2[C:12]3[C:8](=[C:7]([NH:6][S:2]([CH3:1])(=[O:4])=[O:3])[CH:15]=[CH:14][CH:13]=3)[CH:9]=[CH:10]2)([CH2:21][CH3:22])[C:17]([O:19][CH3:20])=[O:18])=[CH:28][CH:27]=1. (5) Given the reactants [C:1]([C:5]1[CH:10]=[C:9]([CH3:11])[CH:8]=[CH:7][C:6]=1[N:12]1[CH2:17][CH2:16][N:15]([C:18](=[O:24])[C:19]([O:21]CC)=[O:20])[CH2:14][CH2:13]1)([CH3:4])([CH3:3])[CH3:2].[OH-].[Li+].Cl, predict the reaction product. The product is: [C:1]([C:5]1[CH:10]=[C:9]([CH3:11])[CH:8]=[CH:7][C:6]=1[N:12]1[CH2:13][CH2:14][N:15]([C:18](=[O:24])[C:19]([OH:21])=[O:20])[CH2:16][CH2:17]1)([CH3:4])([CH3:2])[CH3:3].